Dataset: NCI-60 drug combinations with 297,098 pairs across 59 cell lines. Task: Regression. Given two drug SMILES strings and cell line genomic features, predict the synergy score measuring deviation from expected non-interaction effect. (1) Drug 1: COC1=CC(=CC(=C1O)OC)C2C3C(COC3=O)C(C4=CC5=C(C=C24)OCO5)OC6C(C(C7C(O6)COC(O7)C8=CC=CS8)O)O. Drug 2: CC1=C(C(=CC=C1)Cl)NC(=O)C2=CN=C(S2)NC3=CC(=NC(=N3)C)N4CCN(CC4)CCO. Cell line: MCF7. Synergy scores: CSS=32.6, Synergy_ZIP=5.98, Synergy_Bliss=7.06, Synergy_Loewe=-1.83, Synergy_HSA=1.95. (2) Drug 1: CC1=C(C=C(C=C1)NC2=NC=CC(=N2)N(C)C3=CC4=NN(C(=C4C=C3)C)C)S(=O)(=O)N.Cl. Drug 2: C1=NC(=NC(=O)N1C2C(C(C(O2)CO)O)O)N. Cell line: OVCAR-8. Synergy scores: CSS=10.4, Synergy_ZIP=-0.792, Synergy_Bliss=2.31, Synergy_Loewe=0.457, Synergy_HSA=1.94. (3) Drug 1: CCC(=C(C1=CC=CC=C1)C2=CC=C(C=C2)OCCN(C)C)C3=CC=CC=C3.C(C(=O)O)C(CC(=O)O)(C(=O)O)O. Drug 2: C(CCl)NC(=O)N(CCCl)N=O. Cell line: RXF 393. Synergy scores: CSS=3.48, Synergy_ZIP=0.321, Synergy_Bliss=5.09, Synergy_Loewe=-1.87, Synergy_HSA=-1.07.